From a dataset of Forward reaction prediction with 1.9M reactions from USPTO patents (1976-2016). Predict the product of the given reaction. (1) Given the reactants [Cl:1][C:2]1[CH:7]=[CH:6][N:5]=[C:4]2[N:8](S(C3C=CC(C)=CC=3)(=O)=O)[C:9]([C:11]3[C:15]4=[N:16][C:17]([O:22][CH3:23])=[C:18]([O:20][CH3:21])[CH:19]=[C:14]4[N:13]([CH3:24])[CH:12]=3)=[CH:10][C:3]=12.CO, predict the reaction product. The product is: [Cl:1][C:2]1[CH:7]=[CH:6][N:5]=[C:4]2[NH:8][C:9]([C:11]3[C:15]4=[N:16][C:17]([O:22][CH3:23])=[C:18]([O:20][CH3:21])[CH:19]=[C:14]4[N:13]([CH3:24])[CH:12]=3)=[CH:10][C:3]=12. (2) The product is: [CH:1]1([N:7]2[C:8]([OH:28])=[C:9]([C:24]([NH:29][C:30]3[CH:31]=[N:32][CH:33]=[CH:34][CH:35]=3)=[O:26])[C:10]([OH:23])=[C:11]([C:14]([NH:16][CH2:17][C:18]([OH:20])=[O:19])=[O:15])[C:12]2=[O:13])[CH2:2][CH2:3][CH2:4][CH2:5][CH2:6]1. Given the reactants [CH:1]1([N:7]2[C:12](=[O:13])[C:11]([C:14]([NH:16][CH2:17][C:18]([O:20]CC)=[O:19])=[O:15])=[C:10]([OH:23])[C:9]([C:24]([O:26]C)=O)=[C:8]2[OH:28])[CH2:6][CH2:5][CH2:4][CH2:3][CH2:2]1.[NH2:29][C:30]1[CH:31]=[N:32][CH:33]=[CH:34][CH:35]=1, predict the reaction product. (3) Given the reactants [C:1]([O:5][C:6]([NH:8][C@@H:9]([CH2:13][CH2:14][CH2:15][N:16]([C@@H:20]1[CH2:22][C@H:21]1[C:23]1[CH:28]=[CH:27][C:26]([F:29])=[CH:25][CH:24]=1)[CH2:17][CH:18]=[CH2:19])[C:10](O)=[O:11])=[O:7])([CH3:4])([CH3:3])[CH3:2].[CH3:30][N:31]([CH3:36])[CH:32]1[CH2:35][NH:34][CH2:33]1, predict the reaction product. The product is: [F:29][C:26]1[CH:27]=[CH:28][C:23]([C@@H:21]2[CH2:22][CH:20]2[N:16]([CH2:17][CH:18]=[CH2:19])[CH2:15][CH2:14][CH2:13][C@@H:9]([NH:8][C:6](=[O:7])[O:5][C:1]([CH3:3])([CH3:4])[CH3:2])[C:10](=[O:11])[N:34]2[CH2:35][CH:32]([N:31]([CH3:36])[CH3:30])[CH2:33]2)=[CH:24][CH:25]=1. (4) Given the reactants Cl.[NH2:2][CH2:3][CH2:4][C:5]1[N:6]([CH3:24])[C:7](=[O:23])[C:8]2[C:13]([C:14]=1[C:15]1[CH:20]=[CH:19][CH:18]=[CH:17][CH:16]=1)=[CH:12][C:11]([O:21][CH3:22])=[CH:10][CH:9]=2.[CH3:25][O:26][C:27]1[CH:32]=[CH:31][C:30]([C:33]2([C:36](O)=[O:37])[CH2:35][CH2:34]2)=[CH:29][CH:28]=1.C(N(CC)CC)C.O.ON1C2C=CC=CC=2N=N1.Cl.CN(C)CCCN=C=NCC, predict the reaction product. The product is: [CH3:22][O:21][C:11]1[CH:12]=[C:13]2[C:8](=[CH:9][CH:10]=1)[C:7](=[O:23])[N:6]([CH3:24])[C:5]([CH2:4][CH2:3][NH:2][C:36]([C:33]1([C:30]3[CH:29]=[CH:28][C:27]([O:26][CH3:25])=[CH:32][CH:31]=3)[CH2:35][CH2:34]1)=[O:37])=[C:14]2[C:15]1[CH:20]=[CH:19][CH:18]=[CH:17][CH:16]=1. (5) The product is: [P:13]([CH:11]([P:5]([OH:4])([OH:6])=[O:10])[CH2:12][S:23][CH2:24][CH2:25][CH2:26][CH2:27][CH2:28][CH2:29][CH2:30][CH2:31][CH2:32][CH2:33][C:34]([OH:36])=[O:35])([OH:14])([OH:18])=[O:22]. Given the reactants C([O:4][P:5]([C:11]([P:13](=[O:22])([O:18]C(C)C)[O:14]C(C)C)=[CH2:12])(=[O:10])[O:6]C(C)C)(C)C.[SH:23][CH2:24][CH2:25][CH2:26][CH2:27][CH2:28][CH2:29][CH2:30][CH2:31][CH2:32][CH2:33][C:34]([OH:36])=[O:35].Cl, predict the reaction product. (6) Given the reactants [OH:1][C:2]([CH3:24])([CH3:23])[C:3]#[C:4][C:5]1[CH:6]=[CH:7][C:8]2[O:9][CH2:10][CH2:11][C:12]3[N:13]([CH:16]=[C:17]([C:19](OC)=[O:20])[N:18]=3)[C:14]=2[N:15]=1.ClC1C=CC2OCCC3[N:34](C=C(C(OC)=O)N=3)C=2N=1.CC(C#C)CO, predict the reaction product. The product is: [OH:1][C:2]([CH3:23])([CH3:24])[C:3]#[C:4][C:5]1[CH:6]=[CH:7][C:8]2[O:9][CH2:10][CH2:11][C:12]3[N:13]([CH:16]=[C:17]([C:19]([NH2:34])=[O:20])[N:18]=3)[C:14]=2[N:15]=1. (7) Given the reactants [NH2:1][C:2]1[C:7](Br)=[CH:6][C:5]([F:9])=[CH:4][N:3]=1.[CH3:10][NH2:11].C[Si]([N-][Si](C)(C)C)(C)C.[Li+], predict the reaction product. The product is: [F:9][C:5]1[CH:6]=[C:7]([NH:11][CH3:10])[C:2]([NH2:1])=[N:3][CH:4]=1. (8) Given the reactants [Cl:1][C:2]1[CH:33]=[CH:32][C:5]([C:6]([NH:8][C:9]2[CH:14]=[CH:13][C:12]([C@@H:15]([NH:17][C:18]3[C:27]4[C:22](=[CH:23][C:24](I)=[CH:25][CH:26]=4)[N:21]=[C:20]([N:29]([CH3:31])[CH3:30])[N:19]=3)[CH3:16])=[CH:11][CH:10]=2)=[O:7])=[CH:4][N:3]=1.[CH2:34]([Sn](CCCC)(CCCC)C=C)[CH2:35]CC, predict the reaction product. The product is: [Cl:1][C:2]1[CH:33]=[CH:32][C:5]([C:6]([NH:8][C:9]2[CH:14]=[CH:13][C:12]([C@@H:15]([NH:17][C:18]3[C:27]4[C:22](=[CH:23][C:24]([CH:34]=[CH2:35])=[CH:25][CH:26]=4)[N:21]=[C:20]([N:29]([CH3:31])[CH3:30])[N:19]=3)[CH3:16])=[CH:11][CH:10]=2)=[O:7])=[CH:4][N:3]=1. (9) Given the reactants [C:1]([N:4]1[C:13]2[C:8](=[CH:9][C:10]([C:14]3[CH:15]=[N:16][N:17]([CH2:19][CH2:20][N:21]([CH3:29])[C:22](=[O:28])[O:23][C:24]([CH3:27])([CH3:26])[CH3:25])[CH:18]=3)=[CH:11][CH:12]=2)[C@H:7]([NH2:30])[CH2:6][C@@H:5]1[CH3:31])(=[O:3])[CH3:2].Br[C:33]1[CH:38]=[CH:37][CH:36]=[CH:35][N:34]=1.C1(P(C2CCCCC2)C2C=CC=CC=2C2C(N(C)C)=CC=CC=2)CCCCC1.CC(C)([O-])C.[Na+], predict the reaction product. The product is: [CH:22]([OH:28])=[O:23].[C:1]([N:4]1[C:13]2[C:8](=[CH:9][C:10]([C:14]3[CH:15]=[N:16][N:17]([CH2:19][CH2:20][N:21]([CH3:29])[C:22](=[O:28])[O:23][C:24]([CH3:25])([CH3:26])[CH3:27])[CH:18]=3)=[CH:11][CH:12]=2)[C@H:7]([NH:30][C:33]2[CH:38]=[CH:37][CH:36]=[CH:35][N:34]=2)[CH2:6][C@@H:5]1[CH3:31])(=[O:3])[CH3:2].